Dataset: NCI-60 drug combinations with 297,098 pairs across 59 cell lines. Task: Regression. Given two drug SMILES strings and cell line genomic features, predict the synergy score measuring deviation from expected non-interaction effect. (1) Drug 1: C1CCC(C1)C(CC#N)N2C=C(C=N2)C3=C4C=CNC4=NC=N3. Drug 2: C(CN)CNCCSP(=O)(O)O. Cell line: SK-MEL-28. Synergy scores: CSS=-3.79, Synergy_ZIP=1.82, Synergy_Bliss=-0.623, Synergy_Loewe=-5.06, Synergy_HSA=-5.05. (2) Drug 2: C1CN(CCN1C(=O)CCBr)C(=O)CCBr. Drug 1: CC1=C(C(CCC1)(C)C)C=CC(=CC=CC(=CC(=O)O)C)C. Synergy scores: CSS=25.0, Synergy_ZIP=5.86, Synergy_Bliss=7.11, Synergy_Loewe=2.49, Synergy_HSA=4.83. Cell line: HCC-2998. (3) Drug 1: COC1=C(C=C2C(=C1)N=CN=C2NC3=CC(=C(C=C3)F)Cl)OCCCN4CCOCC4. Drug 2: CN(C(=O)NC(C=O)C(C(C(CO)O)O)O)N=O. Cell line: UACC-257. Synergy scores: CSS=5.64, Synergy_ZIP=-5.94, Synergy_Bliss=-7.59, Synergy_Loewe=-16.3, Synergy_HSA=-5.75. (4) Drug 1: C1CN(CCN1C(=O)CCBr)C(=O)CCBr. Drug 2: CCC1(C2=C(COC1=O)C(=O)N3CC4=CC5=C(C=CC(=C5CN(C)C)O)N=C4C3=C2)O.Cl. Cell line: A498. Synergy scores: CSS=29.9, Synergy_ZIP=-4.70, Synergy_Bliss=1.07, Synergy_Loewe=2.86, Synergy_HSA=3.22. (5) Drug 1: CC(C)(C#N)C1=CC(=CC(=C1)CN2C=NC=N2)C(C)(C)C#N. Drug 2: C(CCl)NC(=O)N(CCCl)N=O. Cell line: HT29. Synergy scores: CSS=-4.79, Synergy_ZIP=5.12, Synergy_Bliss=2.84, Synergy_Loewe=-4.29, Synergy_HSA=-4.57. (6) Drug 1: C1CC(=O)NC(=O)C1N2CC3=C(C2=O)C=CC=C3N. Drug 2: CC(C)(C#N)C1=CC(=CC(=C1)CN2C=NC=N2)C(C)(C)C#N. Cell line: MALME-3M. Synergy scores: CSS=0.545, Synergy_ZIP=6.75, Synergy_Bliss=1.34, Synergy_Loewe=0.710, Synergy_HSA=0.00113. (7) Drug 1: C1=CC(=CC=C1CC(C(=O)O)N)N(CCCl)CCCl.Cl. Drug 2: CN1C(=O)N2C=NC(=C2N=N1)C(=O)N. Cell line: NCIH23. Synergy scores: CSS=7.16, Synergy_ZIP=-0.781, Synergy_Bliss=1.30, Synergy_Loewe=-10.7, Synergy_HSA=-0.972. (8) Synergy scores: CSS=27.1, Synergy_ZIP=-5.80, Synergy_Bliss=1.48, Synergy_Loewe=-20.8, Synergy_HSA=0.544. Drug 2: COC1=C2C(=CC3=C1OC=C3)C=CC(=O)O2. Drug 1: CC1CCC2CC(C(=CC=CC=CC(CC(C(=O)C(C(C(=CC(C(=O)CC(OC(=O)C3CCCCN3C(=O)C(=O)C1(O2)O)C(C)CC4CCC(C(C4)OC)O)C)C)O)OC)C)C)C)OC. Cell line: KM12. (9) Drug 1: COC1=C2C(=CC3=C1OC=C3)C=CC(=O)O2. Cell line: RPMI-8226. Drug 2: C1CCC(C(C1)N)N.C(=O)(C(=O)[O-])[O-].[Pt+4]. Synergy scores: CSS=25.1, Synergy_ZIP=-6.77, Synergy_Bliss=-16.5, Synergy_Loewe=-42.2, Synergy_HSA=-18.0. (10) Drug 1: CC(C1=C(C=CC(=C1Cl)F)Cl)OC2=C(N=CC(=C2)C3=CN(N=C3)C4CCNCC4)N. Drug 2: C1=CC(=CC=C1CC(C(=O)O)N)N(CCCl)CCCl.Cl. Cell line: T-47D. Synergy scores: CSS=4.99, Synergy_ZIP=-0.984, Synergy_Bliss=0.235, Synergy_Loewe=-3.42, Synergy_HSA=-3.53.